This data is from Catalyst prediction with 721,799 reactions and 888 catalyst types from USPTO. The task is: Predict which catalyst facilitates the given reaction. (1) The catalyst class is: 3. Product: [CH2:81]([O:88][C:89](=[O:97])[NH:90][CH2:91][CH2:92][N:93]([C:65]([C@H:48]1[NH:47][C:46](=[O:68])[C@H:45]([CH2:69][CH2:70][CH2:71][NH:72][C:73]([O:75][C:76]([CH3:79])([CH3:78])[CH3:77])=[O:74])[NH:44][C:43](=[O:80])[C@@H:42]([NH:41][C:39]([O:38][C:34]([CH3:36])([CH3:35])[CH3:37])=[O:40])[CH2:60][C:59]2[CH:61]=[C:55]([CH:56]=[CH:57][C:58]=2[OH:62])[C:54]2=[CH:63][C:50](=[C:51]([OH:64])[CH:52]=[CH:53]2)[CH2:49]1)=[O:66])[CH2:94][CH2:95][OH:96])[C:82]1[CH:83]=[CH:84][CH:85]=[CH:86][CH:87]=1. Reactant: CN(C(ON1N=NC2C=CC=NC1=2)=[N+](C)C)C.F[P-](F)(F)(F)(F)F.C(N(CC)C(C)C)(C)C.[C:34]([O:38][C:39]([NH:41][C@H:42]1[CH2:60][C:59]2[CH:61]=[C:55]([CH:56]=[CH:57][C:58]=2[OH:62])[C:54]2=[CH:63][C:50](=[C:51]([OH:64])[CH:52]=[CH:53]2)[CH2:49][C@@H:48]([C:65](O)=[O:66])[NH:47][C:46](=[O:68])[C@H:45]([CH2:69][CH2:70][CH2:71][NH:72][C:73]([O:75][C:76]([CH3:79])([CH3:78])[CH3:77])=[O:74])[NH:44][C:43]1=[O:80])=[O:40])([CH3:37])([CH3:36])[CH3:35].[CH2:81]([O:88][C:89](=[O:97])[NH:90][CH2:91][CH2:92][NH:93][CH2:94][CH2:95][OH:96])[C:82]1[CH:87]=[CH:86][CH:85]=[CH:84][CH:83]=1. (2) Product: [Cl:7][C:8]1[CH:9]=[CH:10][C:11]2[N:17]3[C:18]([CH3:21])=[N:19][N:20]=[C:16]3[CH:15]([CH2:22][CH2:23][OH:24])[O:14][CH:13]([C:28]3[CH:33]=[CH:32][CH:31]=[C:30]([O:34][CH3:35])[C:29]=3[O:36][CH3:37])[C:12]=2[CH:38]=1. Reactant: Cl(O)(=O)(=O)=O.O.[Cl:7][C:8]1[CH:9]=[CH:10][C:11]2[N:17]3[C:18]([CH3:21])=[N:19][N:20]=[C:16]3[CH:15]([CH2:22][CH:23]3OCC[O:24]3)[O:14][CH:13]([C:28]3[CH:33]=[CH:32][CH:31]=[C:30]([O:34][CH3:35])[C:29]=3[O:36][CH3:37])[C:12]=2[CH:38]=1.[BH4-].[Na+]. The catalyst class is: 429. (3) Reactant: [CH2:1]([O:8][C:9]1[CH:16]=[CH:15][C:14]([Br:17])=[CH:13][C:10]=1[CH:11]=O)[C:2]1[CH:7]=[CH:6][CH:5]=[CH:4][CH:3]=1.[NH2:18][CH2:19][C:20]1[CH:30]=[CH:29][C:23]([C:24]([O:26][CH2:27][CH3:28])=[O:25])=[CH:22][CH:21]=1.[BH4-].[Na+].C(O)(=O)C. Product: [CH2:1]([O:8][C:9]1[CH:16]=[CH:15][C:14]([Br:17])=[CH:13][C:10]=1[CH2:11][NH:18][CH2:19][C:20]1[CH:21]=[CH:22][C:23]([C:24]([O:26][CH2:27][CH3:28])=[O:25])=[CH:29][CH:30]=1)[C:2]1[CH:7]=[CH:6][CH:5]=[CH:4][CH:3]=1. The catalyst class is: 40. (4) Reactant: [NH2:1][C:2]1[CH:3]=[C:4]([C:22]2[C:23]([C:28]#[N:29])=[CH:24][CH:25]=[CH:26][CH:27]=2)[CH:5]=[CH:6][C:7]=1[N:8]1[CH2:13][CH:12]2[CH2:14][CH:9]1[CH2:10][N:11]2[CH2:15][C:16]1[CH:21]=[CH:20][CH:19]=[CH:18][CH:17]=1.[N:30]([Sn](CCCC)(CCCC)CCCC)=[N+:31]=[N-:32]. Product: [CH2:15]([N:11]1[CH2:10][CH:9]2[CH2:14][CH:12]1[CH2:13][N:8]2[C:7]1[CH:6]=[CH:5][C:4]([C:22]2[CH:27]=[CH:26][CH:25]=[CH:24][C:23]=2[C:28]2[NH:32][N:31]=[N:30][N:29]=2)=[CH:3][C:2]=1[NH2:1])[C:16]1[CH:21]=[CH:20][CH:19]=[CH:18][CH:17]=1. The catalyst class is: 11. (5) Reactant: [C:1]([C:3]1[CH:4]=[C:5]([CH:20]=[CH:21][C:22]=1[O:23][CH2:24][CH:25]([CH3:27])[CH3:26])[C:6]([NH:8][C:9]1[CH:18]=[CH:17][CH:16]=[C:11]([C:12]([O:14]C)=[O:13])[C:10]=1[NH2:19])=O)#[N:2].[OH-].[Na+].Cl. Product: [C:1]([C:3]1[CH:4]=[C:5]([C:6]2[NH:8][C:9]3[CH:18]=[CH:17][CH:16]=[C:11]([C:12]([OH:14])=[O:13])[C:10]=3[N:19]=2)[CH:20]=[CH:21][C:22]=1[O:23][CH2:24][CH:25]([CH3:27])[CH3:26])#[N:2]. The catalyst class is: 404. (6) Reactant: C(OC([N:8]1[CH2:13][CH2:12][N:11]([C:14]2[CH:19]=[CH:18][C:17]([S:20]([CH:23]([CH3:25])[CH3:24])(=[O:22])=[O:21])=[C:16]([F:26])[C:15]=2[F:27])[CH2:10][CH2:9]1)=O)(C)(C)C.[ClH:28]. Product: [ClH:28].[F:27][C:15]1[C:16]([F:26])=[C:17]([S:20]([CH:23]([CH3:25])[CH3:24])(=[O:21])=[O:22])[CH:18]=[CH:19][C:14]=1[N:11]1[CH2:10][CH2:9][NH:8][CH2:13][CH2:12]1. The catalyst class is: 12. (7) Reactant: [CH:1]#[C:2][CH2:3][CH2:4][CH2:5][CH3:6].[Li]CCCC.Br[CH2:13][CH2:14][CH2:15][CH:16]=[CH2:17].[Na+].[I-]. Product: [CH2:1]=[CH:2][CH2:3][CH2:4][CH2:5][C:6]#[C:13][CH2:14][CH2:15][CH2:16][CH3:17]. The catalyst class is: 1.